From a dataset of Forward reaction prediction with 1.9M reactions from USPTO patents (1976-2016). Predict the product of the given reaction. (1) Given the reactants [CH2:1]([NH:3][CH2:4][CH2:5][C:6]1[CH:11]=[CH:10][C:9]([CH2:12][N:13]2[CH2:17][CH2:16][CH2:15][CH2:14]2)=[CH:8][CH:7]=1)[CH3:2].[Cl:18][C:19]1[CH:24]=[CH:23][C:22]([C:25]2[CH:30]=[CH:29][C:28]([C:31](O)=[O:32])=[CH:27][CH:26]=2)=[CH:21][CH:20]=1, predict the reaction product. The product is: [CH2:1]([N:3]([CH2:4][CH2:5][C:6]1[CH:11]=[CH:10][C:9]([CH2:12][N:13]2[CH2:17][CH2:16][CH2:15][CH2:14]2)=[CH:8][CH:7]=1)[C:31]([C:28]1[CH:27]=[CH:26][C:25]([C:22]2[CH:23]=[CH:24][C:19]([Cl:18])=[CH:20][CH:21]=2)=[CH:30][CH:29]=1)=[O:32])[CH3:2]. (2) Given the reactants [CH3:1][O:2][C:3]1[CH:12]=[CH:11][C:10]2[C:5](=[C:6]([C:13]#[C:14][Si](C)(C)C)[CH:7]=[CH:8][N:9]=2)[N:4]=1.C(=O)([O-])[O-].[K+].[K+], predict the reaction product. The product is: [C:13]([C:6]1[CH:7]=[CH:8][N:9]=[C:10]2[C:5]=1[N:4]=[C:3]([O:2][CH3:1])[CH:12]=[CH:11]2)#[CH:14]. (3) Given the reactants [F:1][C:2]1[CH:19]=[CH:18][CH:17]=[CH:16][C:3]=1[CH2:4][N:5]1[C:9]2[CH2:10][CH2:11][CH2:12][C:8]=2[C:7]([C:13](=[NH:15])[NH2:14])=[N:6]1.[C:20]([CH:22]([C:30]#[N:31])[C:23]([CH3:29])([CH3:28])[C:24](OC)=[O:25])#[N:21].CC(C)([O-])C.[K+], predict the reaction product. The product is: [NH2:21][C:20]1[C:22]2[C:23]([CH3:29])([CH3:28])[C:24](=[O:25])[NH:31][C:30]=2[N:15]=[C:13]([C:7]2[C:8]3[CH2:12][CH2:11][CH2:10][C:9]=3[N:5]([CH2:4][C:3]3[CH:16]=[CH:17][CH:18]=[CH:19][C:2]=3[F:1])[N:6]=2)[N:14]=1. (4) Given the reactants [C:1]([C:3]1[CH:4]=[CH:5][C:6]([O:25][CH:26]([CH3:28])[CH3:27])=[C:7]([CH:24]=1)[C:8]([NH:10][C@@H:11]([CH2:22][OH:23])[CH2:12][C:13]1[C:21]2[C:16](=[CH:17][CH:18]=[CH:19][CH:20]=2)[NH:15][CH:14]=1)=[O:9])#[CH:2].Br[C:30]1[CH:31]=[C:32]([C:36]2[CH2:37][C:38](=[O:41])[NH:39][N:40]=2)[CH:33]=[N:34][CH:35]=1.CCCC[N+](CCCC)(CCCC)CCCC.[F-].O, predict the reaction product. The product is: [OH:23][CH2:22][C@H:11]([NH:10][C:8](=[O:9])[C:7]1[CH:24]=[C:3]([C:1]#[C:2][C:30]2[CH:35]=[N:34][CH:33]=[C:32]([C:36]3[CH2:37][C:38](=[O:41])[NH:39][N:40]=3)[CH:31]=2)[CH:4]=[CH:5][C:6]=1[O:25][CH:26]([CH3:28])[CH3:27])[CH2:12][C:13]1[C:21]2[C:16](=[CH:17][CH:18]=[CH:19][CH:20]=2)[NH:15][CH:14]=1.